Dataset: Reaction yield outcomes from USPTO patents with 853,638 reactions. Task: Predict the reaction yield, written as a fraction of the theoretical maximum amount of product (1.0 means a 100% yield; for example, 0.34 means a 34% yield). (1) The reactants are [OH:1][CH2:2][CH:3]1[CH2:8][CH2:7][N:6]([C:9](=[O:11])[CH3:10])[CH2:5][CH2:4]1.C(N(CC)CC)C.[CH3:19][S:20](Cl)(=[O:22])=[O:21].O. The catalyst is ClCCl. The product is [CH3:19][S:20]([O:1][CH2:2][CH:3]1[CH2:4][CH2:5][N:6]([C:9](=[O:11])[CH3:10])[CH2:7][CH2:8]1)(=[O:22])=[O:21]. The yield is 0.620. (2) The reactants are [F:1][C:2]1[CH:3]=[CH:4][C:5]([OH:28])=[C:6]([C:8]2[CH:13]=[CH:12][CH:11]=[C:10]([S:14]([NH:17][C:18]3[CH:26]=[CH:25][C:21]([C:22]([OH:24])=[O:23])=[C:20]([OH:27])[CH:19]=3)(=[O:16])=[O:15])[CH:9]=2)[CH:7]=1.O[CH:30]1[CH2:34][CH2:33][O:32][CH2:31]1. No catalyst specified. The product is [F:1][C:2]1[CH:3]=[CH:4][C:5]([OH:28])=[C:6]([C:8]2[CH:13]=[CH:12][CH:11]=[C:10]([S:14]([NH:17][C:18]3[CH:26]=[CH:25][C:21]([C:22]([O:24][CH:30]4[CH2:34][CH2:33][O:32][CH2:31]4)=[O:23])=[C:20]([OH:27])[CH:19]=3)(=[O:15])=[O:16])[CH:9]=2)[CH:7]=1. The yield is 0.300. (3) The reactants are [CH3:1][O:2][C:3]1[C:11]([O:12][CH3:13])=[CH:10][CH:9]=[C:8]2[C:4]=1[CH:5]=[CH:6][NH:7]2.[H-].[Na+].[C:16]1([S:22](Cl)(=[O:24])=[O:23])[CH:21]=[CH:20][CH:19]=[CH:18][CH:17]=1. The catalyst is C1COCC1. The product is [C:16]1([S:22]([N:7]2[C:8]3[C:4](=[C:3]([O:2][CH3:1])[C:11]([O:12][CH3:13])=[CH:10][CH:9]=3)[CH:5]=[CH:6]2)(=[O:24])=[O:23])[CH:21]=[CH:20][CH:19]=[CH:18][CH:17]=1. The yield is 0.860.